Dataset: Full USPTO retrosynthesis dataset with 1.9M reactions from patents (1976-2016). Task: Predict the reactants needed to synthesize the given product. (1) Given the product [NH2:20][CH2:19][CH2:18][N:8]([CH2:7][CH:1]1[CH2:6][CH2:5][CH2:4][CH2:3][CH2:2]1)[S:9]([C:12]1[CH:17]=[CH:16][CH:15]=[CH:14][N:13]=1)(=[O:11])=[O:10], predict the reactants needed to synthesize it. The reactants are: [CH:1]1([CH2:7][N:8]([CH2:18][CH2:19][NH:20]C(=O)OC(C)(C)C)[S:9]([C:12]2[CH:17]=[CH:16][CH:15]=[CH:14][N:13]=2)(=[O:11])=[O:10])[CH2:6][CH2:5][CH2:4][CH2:3][CH2:2]1.Cl. (2) Given the product [CH3:1][O:2][C:3]([C:5]1[CH:6]=[C:7]([CH:11]=[C:12]([I:14])[CH:13]=1)[C:8]([NH2:15])=[O:9])=[O:4], predict the reactants needed to synthesize it. The reactants are: [CH3:1][O:2][C:3]([C:5]1[CH:6]=[C:7]([CH:11]=[C:12]([I:14])[CH:13]=1)[C:8](O)=[O:9])=[O:4].[NH3:15]. (3) Given the product [Br:16][CH2:17][C:18]([NH:4][C:3]1[C:2]([F:1])=[CH:8][CH:7]=[CH:6][C:5]=1[F:9])=[O:19], predict the reactants needed to synthesize it. The reactants are: [F:1][C:2]1[CH:8]=[CH:7][CH:6]=[C:5]([F:9])[C:3]=1[NH2:4].C(=O)([O-])[O-].[K+].[K+].[Br:16][CH2:17][C:18](Br)=[O:19].O. (4) The reactants are: [H-].[Na+].[Cl:3][C:4]1[S:5][C:6]([CH2:12][N:13]2[CH2:18][CH2:17][O:16][CH2:15][CH2:14]2)=[CH:7][C:8]=1[C:9](=[O:11])[CH3:10].[CH2:19]([O:21][C:22](=O)[O:23]CC)[CH3:20]. Given the product [Cl:3][C:4]1[S:5][C:6]([CH2:12][N:13]2[CH2:18][CH2:17][O:16][CH2:15][CH2:14]2)=[CH:7][C:8]=1[C:9](=[O:11])[CH2:10][C:22]([O:21][CH2:19][CH3:20])=[O:23], predict the reactants needed to synthesize it. (5) Given the product [CH3:8][C:9]1([CH3:19])[C:18]2[C:13](=[CH:14][CH:15]=[CH:16][CH:17]=2)[CH2:12][N:11]([C:5](=[O:7])[CH3:6])[CH2:10]1, predict the reactants needed to synthesize it. The reactants are: C(O[C:5](=[O:7])[CH3:6])(=O)C.[CH3:8][C:9]1([CH3:19])[C:18]2[C:13](=[CH:14][CH:15]=[CH:16][CH:17]=2)[CH2:12][NH:11][CH2:10]1.